Dataset: Forward reaction prediction with 1.9M reactions from USPTO patents (1976-2016). Task: Predict the product of the given reaction. The product is: [Cl:1][C:2]1[CH:7]=[CH:6][C:5]([C:8]2[N:12]([CH2:13][C:14]([OH:16])=[O:15])[C:11](=[O:21])[N:10]([CH2:22][C:23](=[O:36])[NH:24][CH2:25][C:26]3[CH:31]=[CH:30][CH:29]=[C:28]([C:32]([F:34])([F:35])[F:33])[CH:27]=3)[N:9]=2)=[CH:4][CH:3]=1. Given the reactants [Cl:1][C:2]1[CH:7]=[CH:6][C:5]([C:8]2[N:12]([CH2:13][C:14]([O:16]C(C)(C)C)=[O:15])[C:11](=[O:21])[N:10]([CH2:22][C:23](=[O:36])[NH:24][CH2:25][C:26]3[CH:31]=[CH:30][CH:29]=[C:28]([C:32]([F:35])([F:34])[F:33])[CH:27]=3)[N:9]=2)=[CH:4][CH:3]=1.FC(F)(F)C(O)=O.C1(C)C=CC=CC=1, predict the reaction product.